This data is from Reaction yield outcomes from USPTO patents with 853,638 reactions. The task is: Predict the reaction yield, written as a fraction of the theoretical maximum amount of product (1.0 means a 100% yield; for example, 0.34 means a 34% yield). The catalyst is C1COCC1. The yield is 0.640. The product is [Br:13][C:14]1[CH:15]=[C:16]([CH3:21])[C:17]([F:20])=[C:18]([CH:19]=1)[CH:25]=[O:26]. The reactants are C(NC(C)C)(C)C.[Li]CCCC.[Br:13][C:14]1[CH:19]=[CH:18][C:17]([F:20])=[C:16]([CH3:21])[CH:15]=1.CN([CH:25]=[O:26])C.